This data is from Catalyst prediction with 721,799 reactions and 888 catalyst types from USPTO. The task is: Predict which catalyst facilitates the given reaction. (1) Reactant: [Cl:1][C:2]1[CH:3]=[C:4]([CH3:26])[C:5]2[N:10]=[C:9]([C:11]3[C:12]([C:17]4[CH:22]=[CH:21][CH:20]=[CH:19][C:18]=4[Cl:23])=[N:13][N:14]([CH3:16])[CH:15]=3)[O:8][C:7](=O)[C:6]=2[CH:25]=1.[OH2:27].[NH2:28][NH2:29].CN1CCCC1=O. Product: [Cl:1][C:2]1[CH:3]=[C:4]([CH3:26])[C:5]([NH:10][C:9]([C:11]2[C:12]([C:17]3[CH:22]=[CH:21][CH:20]=[CH:19][C:18]=3[Cl:23])=[N:13][N:14]([CH3:16])[CH:15]=2)=[O:8])=[C:6]([C:7]([NH:28][NH2:29])=[O:27])[CH:25]=1. The catalyst class is: 6. (2) The catalyst class is: 55. Product: [CH3:38][C:2]1([CH3:1])[CH2:6][C:5]2([CH2:11][CH2:10][CH2:9][N:8]([CH:12]3[CH2:17][CH2:16][N:15]([C:18]([C:20]4[C:28]5[C:23](=[N:24][CH:25]=[CH:26][CH:27]=5)[S:22][C:21]=4[NH:29][C:30]([NH:46][CH2:44][CH3:45])=[O:31])=[O:19])[CH2:14][CH2:13]3)[CH2:7]2)[C:4](=[O:37])[O:3]1. Reactant: [CH3:1][C:2]1([CH3:38])[CH2:6][C:5]2([CH2:11][CH2:10][CH2:9][N:8]([CH:12]3[CH2:17][CH2:16][N:15]([C:18]([C:20]4[C:28]5[C:23](=[N:24][CH:25]=[CH:26][CH:27]=5)[S:22][C:21]=4[NH:29][C:30](=O)[O:31]C(C)(C)C)=[O:19])[CH2:14][CH2:13]3)[CH2:7]2)[C:4](=[O:37])[O:3]1.C(=O)([O-])O.[Na+].[CH2:44]([N:46]=C=O)[CH3:45]. (3) Reactant: [H-].[Na+].[C:3]([O:7][C:8]([N:10]1[CH2:14][CH:13]([C:15]2[NH:16][CH:17]=[C:18]([C:20]3[CH:25]=[CH:24][C:23]([C:26]#[C:27][C:28]4[CH:33]=[CH:32][C:31]([C:34]5[N:35]=[C:36]([CH:39]6[CH2:43][CH2:42][CH2:41][N:40]6[C:44](=[O:54])[CH:45]([NH:49][C:50]([O:52][CH3:53])=[O:51])[CH:46]([CH3:48])[CH3:47])[NH:37][CH:38]=5)=[CH:30][CH:29]=4)=[CH:22][CH:21]=3)[N:19]=2)[N:12](C(=O)C(NC(OC)=O)C(C)C)[CH2:11]1)=[O:9])([CH3:6])([CH3:5])[CH3:4].[CH3:66][Si:67]([CH3:74])([CH3:73])[CH2:68][CH2:69][O:70][CH2:71]Cl. Product: [C:3]([O:7][C:8]([N:10]1[CH2:14][CH:13]([C:15]2[N:16]([CH2:71][O:70][CH2:69][CH2:68][Si:67]([CH3:74])([CH3:73])[CH3:66])[CH:17]=[C:18]([C:20]3[CH:21]=[CH:22][C:23]([C:26]#[C:27][C:28]4[CH:33]=[CH:32][C:31]([C:34]5[N:35]=[C:36]([CH:39]6[CH2:43][CH2:42][CH2:41][N:40]6[C:44](=[O:54])[CH:45]([NH:49][C:50]([O:52][CH3:53])=[O:51])[CH:46]([CH3:47])[CH3:48])[N:37]([CH2:71][O:70][CH2:69][CH2:68][Si:67]([CH3:74])([CH3:73])[CH3:66])[CH:38]=5)=[CH:30][CH:29]=4)=[CH:24][CH:25]=3)[N:19]=2)[NH:12][CH2:11]1)=[O:9])([CH3:5])([CH3:4])[CH3:6]. The catalyst class is: 9.